Task: Predict the reactants needed to synthesize the given product.. Dataset: Full USPTO retrosynthesis dataset with 1.9M reactions from patents (1976-2016) Given the product [OH:28][C:25]1([CH2:29][CH2:30][N:31]2[CH2:36][CH2:35][C@H:34]([OH:37])[C@@H:33]([CH3:38])[CH2:32]2)[CH2:26][CH2:27][CH:22]([NH:21][C:18]([C:12]2[NH:13][C:14]3[C:10]([CH:11]=2)=[C:9]([O:8][CH2:7][C:5]2[N:6]=[C:2]([Cl:1])[S:3][CH:4]=2)[CH:17]=[CH:16][CH:15]=3)=[O:20])[CH2:23][CH2:24]1, predict the reactants needed to synthesize it. The reactants are: [Cl:1][C:2]1[S:3][CH:4]=[C:5]([CH2:7][O:8][C:9]2[CH:17]=[CH:16][CH:15]=[C:14]3[C:10]=2[CH:11]=[C:12]([C:18]([OH:20])=O)[NH:13]3)[N:6]=1.[NH2:21][CH:22]1[CH2:27][CH2:26][C:25]([CH2:29][CH2:30][N:31]2[CH2:36][CH2:35][C@H:34]([OH:37])[C@@H:33]([CH3:38])[CH2:32]2)([OH:28])[CH2:24][CH2:23]1.